Dataset: Catalyst prediction with 721,799 reactions and 888 catalyst types from USPTO. Task: Predict which catalyst facilitates the given reaction. (1) Reactant: [CH3:1][Si:2]([CH3:12])([CH3:11])[O:3][CH2:4][CH2:5][C:6]1[CH2:10][CH:9]=[CH:8][CH:7]=1.C([Li:17])CCC.CCCCCC.CCCC. Product: [CH3:11][Si:2]([CH3:1])([CH3:12])[O:3][CH2:4][CH2:5][C-:6]1[CH:10]=[CH:9][CH:8]=[CH:7]1.[Li+:17]. The catalyst class is: 28. (2) Reactant: [C:1]([N:8]1[CH2:11][C:10](=[O:12])[CH2:9]1)([O:3][C:4]([CH3:7])([CH3:6])[CH3:5])=[O:2].[CH3:13][Si:14]([CH3:23])([CH3:22])[C:15]#[C:16][C:17]1[CH:21]=[CH:20][S:19][CH:18]=1. Product: [O:12]=[C:10]1[CH2:9][N:8]([C:1]([O:3][C:4]([CH3:7])([CH3:6])[CH3:5])=[O:2])[CH2:11][C:16]([C:17]2[CH:21]=[CH:20][S:19][CH:18]=2)=[C:15]1[Si:14]([CH3:22])([CH3:13])[CH3:23]. The catalyst class is: 11. (3) The catalyst class is: 7. Product: [Cl:8][C:4]1[CH:5]=[CH:6][CH:7]=[C:2]([Cl:1])[C:3]=1[C:9]1[C:13]([CH2:14][O:15][C:16]2[CH:17]=[C:18]3[C:23](=[CH:24][CH:25]=2)[CH:22]=[C:21]([C:26]2[CH:31]=[CH:30][N:29]=[C:28]([C:32]([OH:34])=[O:33])[CH:27]=2)[CH:20]=[CH:19]3)=[C:12]([CH:36]([CH3:38])[CH3:37])[O:11][N:10]=1. Reactant: [Cl:1][C:2]1[CH:7]=[CH:6][CH:5]=[C:4]([Cl:8])[C:3]=1[C:9]1[C:13]([CH2:14][O:15][C:16]2[CH:17]=[C:18]3[C:23](=[CH:24][CH:25]=2)[CH:22]=[C:21]([C:26]2[CH:31]=[CH:30][N:29]=[C:28]([C:32]([O:34]C)=[O:33])[CH:27]=2)[CH:20]=[CH:19]3)=[C:12]([CH:36]([CH3:38])[CH3:37])[O:11][N:10]=1.[OH-].[Na+].CO.